This data is from Catalyst prediction with 721,799 reactions and 888 catalyst types from USPTO. The task is: Predict which catalyst facilitates the given reaction. (1) Reactant: [NH:1]1[CH:7]([CH2:8][C:9]([OH:11])=O)[C:5](=[O:6])[NH:4][C:2]1=[O:3].[CH:12]([C:15]1[N:19]([CH2:20][C:21]2[CH:27]=[CH:26][C:24]([NH2:25])=[CH:23][CH:22]=2)[C:18]2[CH:28]=[CH:29][CH:30]=[CH:31][C:17]=2[N:16]=1)([CH3:14])[CH3:13]. Product: [O:3]=[C:2]1[NH:1][CH:7]([CH2:8][C:9]([NH:25][C:24]2[CH:23]=[CH:22][C:21]([CH2:20][N:19]3[C:18]4[CH:28]=[CH:29][CH:30]=[CH:31][C:17]=4[N:16]=[C:15]3[CH:12]([CH3:14])[CH3:13])=[CH:27][CH:26]=2)=[O:11])[C:5](=[O:6])[NH:4]1. The catalyst class is: 16. (2) Reactant: [CH3:1]/[C:2](/[CH2:13][CH2:14][CH:15]=[C:16]([CH3:18])[CH3:17])=[CH:3]\[CH2:4][O:5][C:6](=[O:12])[CH2:7][CH2:8][C:9]([OH:11])=[O:10].[OH-].[OH:20][CH2:21][CH2:22][N+:23]([CH3:26])([CH3:25])[CH3:24]. Product: [CH3:1]/[C:2](/[CH2:13][CH2:14][CH:15]=[C:16]([CH3:18])[CH3:17])=[CH:3]\[CH2:4][O:5][C:6](=[O:12])[CH2:7][CH2:8][C:9]([O-:11])=[O:10].[OH:20][CH2:21][CH2:22][N+:23]([CH3:26])([CH3:25])[CH3:24]. The catalyst class is: 5.